Dataset: Reaction yield outcomes from USPTO patents with 853,638 reactions. Task: Predict the reaction yield, written as a fraction of the theoretical maximum amount of product (1.0 means a 100% yield; for example, 0.34 means a 34% yield). (1) The reactants are [C:1]([O:5][C:6]([NH:8][C@@H:9]([C:13]([SH:16])([CH3:15])[CH3:14])[C:10]([OH:12])=O)=[O:7])([CH3:4])([CH3:3])[CH3:2].O.[Cl-].COC1N=C(OC)N=C([N+]2(C)CCOCC2)N=1.[F:36][C:37]1[CH:42]=[CH:41][CH:40]=[CH:39][C:38]=1[C@H:43]([N:45]([CH2:58][C:59]1[CH:68]=[CH:67][C:62]([C:63]([O:65][CH3:66])=[O:64])=[CH:61][CH:60]=1)[C:46]([C@@H:48]1[CH2:57][C:56]2[C:51](=[CH:52][CH:53]=[CH:54][CH:55]=2)[CH2:50][NH:49]1)=[O:47])[CH3:44].C(O)(C(F)(F)F)=O.CCN(C(C)C)C(C)C. The catalyst is C(Cl)Cl. The product is [C:1]([O:5][C:6]([NH:8][C@@H:9]([C:13]([SH:16])([CH3:15])[CH3:14])[C:10]([N:49]1[C@H:48]([C:46]([N:45]([CH2:58][C:59]2[CH:60]=[CH:61][C:62]([C:63]([O:65][CH3:66])=[O:64])=[CH:67][CH:68]=2)[C@@H:43]([C:38]2[CH:39]=[CH:40][CH:41]=[CH:42][C:37]=2[F:36])[CH3:44])=[O:47])[CH2:57][C:56]2[C:51](=[CH:52][CH:53]=[CH:54][CH:55]=2)[CH2:50]1)=[O:12])=[O:7])([CH3:2])([CH3:3])[CH3:4]. The yield is 0.430. (2) The reactants are N[C:2]1[CH:7]=[C:6]([CH2:8][CH2:9][CH2:10][CH2:11][CH2:12][CH2:13][CH2:14][CH2:15][CH2:16][CH2:17][CH2:18][CH2:19][CH2:20][CH2:21][CH2:22][CH2:23][CH2:24][CH2:25][CH3:26])[CH:5]=[CH:4][N:3]=1.[BrH:27].BrBr.N([O-])=O.[Na+].[OH-].[Na+]. The catalyst is O. The product is [Br:27][C:2]1[CH:7]=[C:6]([CH2:8][CH2:9][CH2:10][CH2:11][CH2:12][CH2:13][CH2:14][CH2:15][CH2:16][CH2:17][CH2:18][CH2:19][CH2:20][CH2:21][CH2:22][CH2:23][CH2:24][CH2:25][CH3:26])[CH:5]=[CH:4][N:3]=1. The yield is 0.500. (3) The reactants are [Cl:1][C:2]1[N:7]=[C:6](Cl)[C:5]([F:9])=[CH:4][N:3]=1.[C:10]1([NH2:17])[CH:15]=[CH:14][CH:13]=[CH:12][C:11]=1[NH2:16].CCN(C(C)C)C(C)C. The catalyst is C(O)CCC. The product is [Cl:1][C:2]1[N:7]=[C:6]([NH:16][C:11]2[C:10]([NH2:17])=[CH:15][CH:14]=[CH:13][CH:12]=2)[C:5]([F:9])=[CH:4][N:3]=1. The yield is 0.710. (4) The reactants are [C:1]([O:5][C:6]([N:8]1[C@@H:13]([CH3:14])[CH2:12][C:11]2[NH:15][N:16]=[C:17]([OH:18])[C:10]=2[CH2:9]1)=[O:7])([CH3:4])([CH3:3])[CH3:2].[F:19][C:20]([F:39])([F:38])[S:21](N(C1C=CC=CC=1)[S:21]([C:20]([F:39])([F:38])[F:19])(=[O:23])=[O:22])(=[O:23])=[O:22]. The catalyst is CC(=O)OCC. The product is [CH3:14][C@@H:13]1[N:8]([C:6]([O:5][C:1]([CH3:2])([CH3:3])[CH3:4])=[O:7])[CH2:9][C:10]2[C:17]([O:18][S:21]([C:20]([F:39])([F:38])[F:19])(=[O:23])=[O:22])=[N:16][NH:15][C:11]=2[CH2:12]1. The yield is 0.460. (5) The reactants are [OH:1][CH:2]1[C:11]2[C:6](=[CH:7][CH:8]=[C:9](B(O)O)[CH:10]=2)[O:5][C:4]([CH3:16])([CH3:15])[CH2:3]1.Br[C:18]1[C:23](=[O:24])[N:22]([CH2:25][C:26]2[CH:31]=[CH:30][C:29]([C:32]3[C:33]([C:38]#[N:39])=[CH:34][CH:35]=[CH:36][CH:37]=3)=[CH:28][CH:27]=2)[C:21]([CH2:40][CH2:41][CH3:42])=[N:20][C:19]=1[CH3:43]. The catalyst is O1CCOCC1.C(=O)([O-])[O-].[Cs+].[Cs+].C(OCC)(=O)C.C1C=CC(P(C2C=CC=CC=2)[C-]2C=CC=C2)=CC=1.C1C=CC(P(C2C=CC=CC=2)[C-]2C=CC=C2)=CC=1.Cl[Pd]Cl.[Fe+2]. The product is [OH:1][CH:2]1[C:11]2[C:6](=[CH:7][CH:8]=[C:9]([C:18]3[C:23](=[O:24])[N:22]([CH2:25][C:26]4[CH:27]=[CH:28][C:29]([C:32]5[C:33]([C:38]#[N:39])=[CH:34][CH:35]=[CH:36][CH:37]=5)=[CH:30][CH:31]=4)[C:21]([CH2:40][CH2:41][CH3:42])=[N:20][C:19]=3[CH3:43])[CH:10]=2)[O:5][C:4]([CH3:16])([CH3:15])[CH2:3]1. The yield is 0.760. (6) The reactants are [CH3:1][O:2][C:3]1[C:8]([CH:9]=O)=[CH:7][CH:6]=[CH:5][N:4]=1.C([O-])(=O)C.[NH4+].C([BH3-])#[N:17].[Na+]. No catalyst specified. The product is [NH2:17][CH2:9][C:8]1[C:3]([O:2][CH3:1])=[N:4][CH:5]=[CH:6][CH:7]=1. The yield is 0.690. (7) The reactants are [CH3:1][CH:2]([CH3:18])[CH2:3][CH:4]([C:6]1[CH:10]=[C:9]([C:11]2[CH:16]=[CH:15][CH:14]=[CH:13][CH:12]=2)[O:8][C:7]=1[CH3:17])O.S(Cl)([Cl:21])=O. The catalyst is C1(C)C=CC=CC=1. The product is [Cl:21][CH:4]([C:6]1[CH:10]=[C:9]([C:11]2[CH:16]=[CH:15][CH:14]=[CH:13][CH:12]=2)[O:8][C:7]=1[CH3:17])[CH2:3][CH:2]([CH3:18])[CH3:1]. The yield is 1.00. (8) The reactants are [C:1]([O:5][C:6](=[O:20])[NH:7][CH:8]1[CH2:12][CH2:11][N:10]([C:13]([N:15]2[CH:19]=[CH:18][N:17]=[CH:16]2)=[O:14])[CH2:9]1)([CH3:4])([CH3:3])[CH3:2].[CH3:21][I:22]. The catalyst is CC#N. The product is [I-:22].[C:1]([O:5][C:6]([NH:7][CH:8]1[CH2:12][CH2:11][N:10]([C:13]([N:15]2[CH:19]=[CH:18][N+:17]([CH3:21])=[CH:16]2)=[O:14])[CH2:9]1)=[O:20])([CH3:4])([CH3:2])[CH3:3]. The yield is 1.00. (9) The reactants are [NH2:1][C:2]1[CH:3]=[CH:4][C:5]2[C:11]([CH3:13])([CH3:12])[CH2:10][CH2:9][C:8](=[O:14])[N:7]([CH2:15][CH3:16])[C:6]=2[CH:17]=1.Cl[C:19]1[N:24]=[C:23]([NH:25][C:26]2[CH:31]=[CH:30][CH:29]=[CH:28][C:27]=2[S:32]([N:35]([CH3:37])[CH3:36])(=[O:34])=[O:33])[C:22]([Cl:38])=[CH:21][N:20]=1. No catalyst specified. The product is [Cl:38][C:22]1[C:23]([NH:25][C:26]2[CH:31]=[CH:30][CH:29]=[CH:28][C:27]=2[S:32]([N:35]([CH3:37])[CH3:36])(=[O:34])=[O:33])=[N:24][C:19]([NH:1][C:2]2[CH:3]=[CH:4][C:5]3[C:11]([CH3:12])([CH3:13])[CH2:10][CH2:9][C:8](=[O:14])[N:7]([CH2:15][CH3:16])[C:6]=3[CH:17]=2)=[N:20][CH:21]=1. The yield is 0.500. (10) The reactants are [H-].[Al+3].[Li+].[H-].[H-].[H-].[CH3:7][C:8]1[CH:31]=[CH:30][CH:29]=[C:28]([CH3:32])[C:9]=1[CH2:10][NH:11][C:12]1[C:20]2[N:19]=[C:18]([CH3:21])[N:17]([CH3:22])[C:16]=2[CH:15]=[C:14]([C:23](OCC)=[O:24])[CH:13]=1.[OH-].[K+].S([O-])([O-])(=O)=O.[Mg+2]. The catalyst is O1CCCC1.O. The product is [CH3:32][C:28]1[CH:29]=[CH:30][CH:31]=[C:8]([CH3:7])[C:9]=1[CH2:10][NH:11][C:12]1[C:20]2[N:19]=[C:18]([CH3:21])[N:17]([CH3:22])[C:16]=2[CH:15]=[C:14]([CH2:23][OH:24])[CH:13]=1. The yield is 0.400.